This data is from Forward reaction prediction with 1.9M reactions from USPTO patents (1976-2016). The task is: Predict the product of the given reaction. (1) Given the reactants Cl[C:2]1[CH:7]=[C:6]([C:8]2[N:12]=[C:11]([CH:13]3[CH2:18][CH:17]([C:19]4[CH:24]=[CH:23][C:22]([O:25][C:26]([F:29])([F:28])[F:27])=[CH:21][CH:20]=4)[CH2:16][N:15]([C:30]([N:32]4[CH2:37][CH2:36][O:35][CH2:34][CH2:33]4)=[O:31])[CH2:14]3)[O:10][N:9]=2)[CH:5]=[CH:4][N:3]=1, predict the reaction product. The product is: [N:32]1([C:30]([N:15]2[CH2:16][CH:17]([C:19]3[CH:24]=[CH:23][C:22]([O:25][C:26]([F:29])([F:28])[F:27])=[CH:21][CH:20]=3)[CH2:18][CH:13]([C:11]3[O:10][N:9]=[C:8]([C:6]4[CH:5]=[CH:4][N:3]=[C:2]([N:32]5[CH2:37][CH2:36][O:35][CH2:34][CH2:33]5)[CH:7]=4)[N:12]=3)[CH2:14]2)=[O:31])[CH2:37][CH2:36][O:35][CH2:34][CH2:33]1. (2) Given the reactants [OH:1][C@@H:2]([C@H:4]1[C:7](=[O:8])[NH:6][C@@H:5]1[CH2:9][C:10]([C:12]1[CH:13]=[C:14]([CH:22]=[CH:23][CH:24]=1)[C:15]([O:17][C:18]([CH3:21])([CH3:20])[CH3:19])=[O:16])=[O:11])[CH3:3].Cl[C:26]([O:28][CH2:29][CH:30]=[CH2:31])=[O:27].S([O-])(O)(=O)=O.[K+], predict the reaction product. The product is: [CH2:29]([O:28][C:26]([O:1][C@@H:2]([C@H:4]1[C:7](=[O:8])[NH:6][C@@H:5]1[CH2:9][C:10]([C:12]1[CH:13]=[C:14]([CH:22]=[CH:23][CH:24]=1)[C:15]([O:17][C:18]([CH3:20])([CH3:19])[CH3:21])=[O:16])=[O:11])[CH3:3])=[O:27])[CH:30]=[CH2:31]. (3) Given the reactants [C:1]([O:7][CH2:8][CH3:9])(=[O:6])[CH2:2][C:3]([CH3:5])=[O:4].CN(C=O)C.[H-].[Na+].[CH2:17](Br)[CH:18]([CH3:20])[CH3:19], predict the reaction product. The product is: [C:3]([CH:2]([CH2:17][CH:18]([CH3:20])[CH3:19])[C:1]([O:7][CH2:8][CH3:9])=[O:6])(=[O:4])[CH3:5]. (4) Given the reactants [CH3:1][O:2][C:3]1[C:12]2[C:7](=[CH:8][CH:9]=[CH:10][CH:11]=2)[C:6]([O:13][CH3:14])=[C:5]([CH3:15])[C:4]=1[CH:16]=O.CO[C:20]1[C:29]2[C:24](=[CH:25][CH:26]=[CH:27][CH:28]=2)C(OC)=C[C:21]=1/[CH:32]=[C:33](\C)/[C:34]([O:36][CH2:37][CH3:38])=[O:35], predict the reaction product. The product is: [CH3:1][O:2][C:3]1[C:12]2[C:7](=[CH:8][CH:9]=[CH:10][CH:11]=2)[C:6]([O:13][CH3:14])=[C:5]([CH3:15])[C:4]=1/[CH:16]=[C:33](\[CH2:32][CH2:21][CH2:20][CH2:29][CH2:28][CH2:27][CH2:26][CH2:25][CH3:24])/[C:34]([O:36][CH2:37][CH3:38])=[O:35]. (5) Given the reactants [Br:1][C:2]1[C:6]2=[N:7][C:8]([Cl:11])=[CH:9][CH:10]=[C:5]2[S:4][CH:3]=1.[Li]CCCC.CCCCCC.[CH2:23]([CH:25]([C:28]1[C:29]2[N:30]([C:35](I)=[C:36]([CH3:38])[N:37]=2)[N:31]=[C:32]([CH3:34])[CH:33]=1)[CH2:26][CH3:27])[CH3:24], predict the reaction product. The product is: [Br:1][C:2]1[C:6]2=[N:7][C:8]([Cl:11])=[CH:9][CH:10]=[C:5]2[S:4][C:3]=1[C:35]1[N:30]2[N:31]=[C:32]([CH3:34])[CH:33]=[C:28]([CH:25]([CH2:23][CH3:24])[CH2:26][CH3:27])[C:29]2=[N:37][C:36]=1[CH3:38].[Cl:11][C:8]1[N:7]=[C:6]2[C:2]([C:35]3[N:30]4[N:31]=[C:32]([CH3:34])[CH:33]=[C:28]([CH:25]([CH2:23][CH3:24])[CH2:26][CH3:27])[C:29]4=[N:37][C:36]=3[CH3:38])=[CH:3][S:4][C:5]2=[CH:10][CH:9]=1. (6) Given the reactants [F:1][C:2]([F:32])([F:31])[C:3]1[CH:8]=[CH:7][N:6]=[C:5]([NH:9][C:10]2[CH:11]=[C:12]([C:16]3[S:20][C:19]([C@H:21]4[CH2:26][CH2:25][C@H:24]([C:27]([O:29]C)=[O:28])[CH2:23][CH2:22]4)=[N:18][CH:17]=3)[CH:13]=[CH:14][CH:15]=2)[N:4]=1.[Li+].[OH-].Cl.CCOCC, predict the reaction product. The product is: [F:32][C:2]([F:1])([F:31])[C:3]1[CH:8]=[CH:7][N:6]=[C:5]([NH:9][C:10]2[CH:11]=[C:12]([C:16]3[S:20][C:19]([C@H:21]4[CH2:22][CH2:23][C@H:24]([C:27]([OH:29])=[O:28])[CH2:25][CH2:26]4)=[N:18][CH:17]=3)[CH:13]=[CH:14][CH:15]=2)[N:4]=1. (7) The product is: [CH:1]12[CH:9]([C:10]3[CH:23]=[CH:22][C:13]([O:14][CH2:15][C@H:16]4[O:20][C:19]5=[N:21][C:27](=[O:26])[CH:28]=[C:29]([CH2:30][CH2:31][CH2:32][CH3:33])[N:18]5[CH2:17]4)=[CH:12][CH:11]=3)[CH:5]([CH2:4][CH2:3][CH2:2]1)[CH2:6][CH2:7][CH2:8]2. Given the reactants [CH:1]12[CH:9]([C:10]3[CH:23]=[CH:22][C:13]([O:14][CH2:15][C@H:16]4[O:20][C:19]([NH2:21])=[N:18][CH2:17]4)=[CH:12][CH:11]=3)[CH:5]([CH2:6][CH2:7][CH2:8]1)[CH2:4][CH2:3][CH2:2]2.C([O:26][C:27](=O)[C:28]#[C:29][CH2:30][CH2:31][CH2:32][CH3:33])C, predict the reaction product.